From a dataset of Reaction yield outcomes from USPTO patents with 853,638 reactions. Predict the reaction yield, written as a fraction of the theoretical maximum amount of product (1.0 means a 100% yield; for example, 0.34 means a 34% yield). (1) The reactants are [NH2:1][C:2]1[C:6]([C:7]#[N:8])=[CH:5][NH:4][N:3]=1.C([O-])([O-])=O.[K+].[K+].Br[CH:16]1[CH2:20][CH2:19][CH2:18][CH2:17]1. The catalyst is CN(C=O)C. The product is [NH2:1][C:2]1[C:6]([C:7]#[N:8])=[CH:5][N:4]([CH:16]2[CH2:20][CH2:19][CH2:18][CH2:17]2)[N:3]=1. The yield is 0.250. (2) The reactants are [C:1]1([C@@H:13]2[CH2:17][CH2:16][C@H:15]([NH:18]C(=O)OC(C)(C)C)[CH2:14]2)[N:5]2[C:6]3[CH:12]=[CH:11][NH:10][C:7]=3[N:8]=[CH:9][C:4]2=[N:3][N:2]=1.[ClH:26]. The catalyst is O1CCOCC1. The product is [ClH:26].[C:1]1([C@@H:13]2[CH2:17][CH2:16][C@H:15]([NH2:18])[CH2:14]2)[N:5]2[C:6]3[CH:12]=[CH:11][NH:10][C:7]=3[N:8]=[CH:9][C:4]2=[N:3][N:2]=1. The yield is 0.950. (3) The reactants are [F:1][C:2]1[C:7]([N:8]2[CH2:13][CH2:12][N:11]([CH3:14])[CH2:10][CH2:9]2)=[CH:6][CH:5]=[C:4]([N+:15]([O-])=O)[C:3]=1[NH2:18]. The catalyst is O=[Mn]=O.CCOC(C)=O. The product is [F:1][C:2]1[C:7]([N:8]2[CH2:13][CH2:12][N:11]([CH3:14])[CH2:10][CH2:9]2)=[CH:6][CH:5]=[C:4]([NH2:15])[C:3]=1[NH2:18]. The yield is 0.940. (4) The catalyst is C(Cl)Cl. The reactants are B(Br)(Br)Br.[Cl:5][C:6]1[CH:11]=[CH:10][C:9]([CH2:12][C:13]#[N:14])=[CH:8][C:7]=1[O:15]C. The yield is 0.850. The product is [Cl:5][C:6]1[CH:11]=[CH:10][C:9]([CH2:12][C:13]#[N:14])=[CH:8][C:7]=1[OH:15]. (5) The reactants are [NH2:1][C@:2]12[CH2:37][CH2:36][C@@H:35]([C:38]([CH3:40])=[CH2:39])[C@@H:3]1[C@@H:4]1[C@@:17]([CH3:20])([CH2:18][CH2:19]2)[C@@:16]2([CH3:21])[C@@H:7]([C@:8]3([CH3:34])[C@@H:13]([CH2:14][CH2:15]2)[C:12]([CH3:23])([CH3:22])[C:11]([C:24]2[CH:33]=[CH:32][C:27]([C:28]([O:30]C)=[O:29])=[CH:26][CH:25]=2)=[CH:10][CH2:9]3)[CH2:6][CH2:5]1.CN(C)CCC(N[C@]12CC[C@@H](C(C)=C)[C@@H]1[C@@H]1[C@@](C)(CC2)[C@@]2(C)[C@@H]([C@]3(C)[C@@H](CC2)C(C)(C)C(C2C=CC(C(O)=O)=CC=2)=CC3)CC1)=O.[S:87]1[CH2:92][CH2:91][N:90]([CH2:93][C:94](O)=[O:95])[CH2:89][CH2:88]1. No catalyst specified. The product is [CH3:20][C@:17]12[C@@:16]3([CH3:21])[C@@H:7]([C@:8]4([CH3:34])[C@@H:13]([CH2:14][CH2:15]3)[C:12]([CH3:22])([CH3:23])[C:11]([C:24]3[CH:33]=[CH:32][C:27]([C:28]([OH:30])=[O:29])=[CH:26][CH:25]=3)=[CH:10][CH2:9]4)[CH2:6][CH2:5][C@@H:4]1[C@H:3]1[C@H:35]([C:38]([CH3:40])=[CH2:39])[CH2:36][CH2:37][C@:2]1([NH:1][C:94](=[O:95])[CH2:93][N:90]1[CH2:91][CH2:92][S:87][CH2:88][CH2:89]1)[CH2:19][CH2:18]2. The yield is 0.440. (6) The reactants are [N:1]1[CH:6]=[CH:5][CH:4]=[CH:3][C:2]=1[C:7]1[CH2:8][CH2:9][N:10](C(OCC2C=CC=CC=2)=O)[CH2:11][CH:12]=1. The catalyst is [Pd]. The product is [NH:10]1[CH2:9][CH2:8][CH:7]([C:2]2[CH:3]=[CH:4][CH:5]=[CH:6][N:1]=2)[CH2:12][CH2:11]1. The yield is 0.880.